Predict the product of the given reaction. From a dataset of Forward reaction prediction with 1.9M reactions from USPTO patents (1976-2016). (1) Given the reactants Cl[C:2]1[N:3]=[C:4]([CH2:22][CH2:23][CH3:24])[C:5]([CH2:8][C:9]2[N:13]([C:14]3[N:21]=[CH:20][CH:19]=[CH:18][C:15]=3[C:16]#[N:17])[N:12]=[CH:11][CH:10]=2)=[N:6][CH:7]=1, predict the reaction product. The product is: [CH2:22]([C:4]1[C:5]([CH2:8][C:9]2[N:13]([C:14]3[N:21]=[CH:20][CH:19]=[CH:18][C:15]=3[C:16]#[N:17])[N:12]=[CH:11][CH:10]=2)=[N:6][CH:7]=[CH:2][N:3]=1)[CH2:23][CH3:24]. (2) Given the reactants [C:1]([O:5][C:6]([N:8]1[CH2:12][C@H:11]([OH:13])[CH2:10][C@H:9]1[C:14](=[O:26])[NH:15][C@:16]1([C:21]([O:23][CH2:24][CH3:25])=[O:22])[CH2:18][C@H:17]1[CH:19]=[CH2:20])=[O:7])([CH3:4])([CH3:3])[CH3:2].[C:27]([N:34]1[CH:38]=[CH:37]N=[CH:35]1)(N1C=CN=C1)=[O:28].Cl.[F:40][C:41]1[CH:49]=CC=[C:46]2[C:42]=1CN[CH2:45]2.Cl, predict the reaction product. The product is: [C:1]([O:5][C:6]([N:8]1[C@H:9]([C:14](=[O:26])[NH:15][C@:16]2([C:21]([O:23][CH2:24][CH3:25])=[O:22])[CH2:18][C@H:17]2[CH:19]=[CH2:20])[CH2:10][C@@H:11]([O:13][C:27]([N:34]2[CH2:35][C:49]3[C:37](=[CH:45][CH:46]=[CH:42][C:41]=3[F:40])[CH2:38]2)=[O:28])[CH2:12]1)=[O:7])([CH3:4])([CH3:2])[CH3:3].